Dataset: Reaction yield outcomes from USPTO patents with 853,638 reactions. Task: Predict the reaction yield, written as a fraction of the theoretical maximum amount of product (1.0 means a 100% yield; for example, 0.34 means a 34% yield). (1) The reactants are [CH2:1]([S:8][C:9]1[CH:18]=[C:17]2[C:12]([C:13]([OH:19])=[CH:14][CH:15]=[N:16]2)=[CH:11][CH:10]=1)[C:2]1[CH:7]=[CH:6][CH:5]=[CH:4][CH:3]=1.C1C(=O)N([Br:27])C(=O)C1. The catalyst is CS(C)=O.O. The product is [CH2:1]([S:8][C:9]1[CH:18]=[C:17]2[C:12]([C:13]([OH:19])=[C:14]([Br:27])[CH:15]=[N:16]2)=[CH:11][CH:10]=1)[C:2]1[CH:3]=[CH:4][CH:5]=[CH:6][CH:7]=1. The yield is 1.00. (2) The catalyst is CN(C=O)C.O. The reactants are Br[C:2]1[CH:7]=[CH:6][C:5]([F:8])=[CH:4][C:3]=1[CH3:9].[C:10]([Cu])#[N:11]. The product is [F:8][C:5]1[CH:6]=[CH:7][C:2]([C:10]#[N:11])=[C:3]([CH3:9])[CH:4]=1. The yield is 0.600. (3) The reactants are [C:1](=[O:8])([O:3][C:4]([CH3:7])([CH3:6])[CH3:5])[NH2:2].Cl[C:10]1[N:15]=[C:14]([O:16][C:17]2[C:26]3[C:21](=[CH:22][CH:23]=[CH:24][CH:25]=3)[C:20]([NH:27][C:28](=[O:34])[O:29][C:30]([CH3:33])([CH3:32])[CH3:31])=[CH:19][CH:18]=2)[CH:13]=[CH:12][N:11]=1.C([O-])([O-])=O.[Cs+].[Cs+].CC1(C)C2C(=C(P(C3C=CC=CC=3)C3C=CC=CC=3)C=CC=2)OC2C(P(C3C=CC=CC=3)C3C=CC=CC=3)=CC=CC1=2. The catalyst is C1COCC1.C1C=CC(/C=C/C(/C=C/C2C=CC=CC=2)=O)=CC=1.C1C=CC(/C=C/C(/C=C/C2C=CC=CC=2)=O)=CC=1.C1C=CC(/C=C/C(/C=C/C2C=CC=CC=2)=O)=CC=1.[Pd].[Pd]. The product is [C:30]([O:29][C:28]([NH:27][C:20]1[C:21]2[C:26](=[CH:25][CH:24]=[CH:23][CH:22]=2)[C:17]([O:16][C:14]2[CH:13]=[CH:12][N:11]=[C:10]([NH:2][C:1](=[O:8])[O:3][C:4]([CH3:7])([CH3:6])[CH3:5])[N:15]=2)=[CH:18][CH:19]=1)=[O:34])([CH3:33])([CH3:32])[CH3:31]. The yield is 0.530. (4) The reactants are [Cl:1][C:2]1[CH:3]=[C:4]([CH:6]=[CH:7][C:8]=1[O:9][C:10]1[C:19]2[C:14](=[CH:15][C:16]([O:22][CH3:23])=[C:17]([O:20][CH3:21])[CH:18]=2)[N:13]=[CH:12][CH:11]=1)[NH2:5].C(N(CC)C(C)C)(C)C.Cl[C:34](Cl)([O:36]C(=O)OC(Cl)(Cl)Cl)Cl.[CH3:45][C:46]1[CH:50]=[C:49]([NH2:51])[O:48][N:47]=1.C(=O)([O-])O.[Na+]. The catalyst is ClC1C=CC=CC=1. The product is [Cl:1][C:2]1[CH:3]=[C:4]([NH:5][C:34]([NH:51][C:49]2[O:48][N:47]=[C:46]([CH3:45])[CH:50]=2)=[O:36])[CH:6]=[CH:7][C:8]=1[O:9][C:10]1[C:19]2[C:14](=[CH:15][C:16]([O:22][CH3:23])=[C:17]([O:20][CH3:21])[CH:18]=2)[N:13]=[CH:12][CH:11]=1. The yield is 0.180.